From a dataset of Peptide-MHC class II binding affinity with 134,281 pairs from IEDB. Regression. Given a peptide amino acid sequence and an MHC pseudo amino acid sequence, predict their binding affinity value. This is MHC class II binding data. (1) The peptide sequence is AAATAGWTVYGAFAA. The MHC is HLA-DQA10102-DQB10602 with pseudo-sequence HLA-DQA10102-DQB10602. The binding affinity (normalized) is 0.564. (2) The peptide sequence is PCYFIDPMHPVTT. The MHC is DRB1_0401 with pseudo-sequence DRB1_0401. The binding affinity (normalized) is 0.380. (3) The peptide sequence is STTVSTEQNVPDPQV. The MHC is HLA-DPA10201-DPB10501 with pseudo-sequence HLA-DPA10201-DPB10501. The binding affinity (normalized) is 0.0632. (4) The MHC is HLA-DQA10501-DQB10303 with pseudo-sequence HLA-DQA10501-DQB10303. The peptide sequence is LDKRQFELYKRTDIV. The binding affinity (normalized) is 0.250.